From a dataset of Reaction yield outcomes from USPTO patents with 853,638 reactions. Predict the reaction yield, written as a fraction of the theoretical maximum amount of product (1.0 means a 100% yield; for example, 0.34 means a 34% yield). (1) The yield is 0.890. The product is [F:1][C:2]1[C:3]([NH:22][C:23]2[CH:28]=[CH:27][C:26]([I:29])=[CH:25][C:24]=2[F:30])=[C:4]([CH:12]=[C:13]([CH2:16][NH:17][O:18][CH:19]([CH3:21])[CH3:20])[C:14]=1[F:15])[C:5]([NH:7][O:8][CH2:9][CH2:10][OH:11])=[O:6]. The reactants are [F:1][C:2]1[C:3]([NH:22][C:23]2[CH:28]=[CH:27][C:26]([I:29])=[CH:25][C:24]=2[F:30])=[C:4]([CH:12]=[C:13](/[CH:16]=[N:17]/[O:18][CH:19]([CH3:21])[CH3:20])[C:14]=1[F:15])[C:5]([NH:7][O:8][CH2:9][CH2:10][OH:11])=[O:6].ClC(Cl)C(O)=O. No catalyst specified. (2) The reactants are Cl.[F:2][C:3]1[CH:4]=[C:5]([N:10]2[C:14]([CH2:15][NH2:16])=[CH:13][C:12]([C:17]([F:20])([F:19])[F:18])=[N:11]2)[CH:6]=[CH:7][C:8]=1[F:9].[F:21][C:22]1[CH:23]=[C:24]([NH:33][C:34](=O)[O:35]C2C=CC=CC=2)[CH:25]=[CH:26][C:27]=1[N:28]1[CH2:31][CH:30]([OH:32])[CH2:29]1. The catalyst is C(#N)C. The product is [F:2][C:3]1[CH:4]=[C:5]([N:10]2[C:14]([CH2:15][NH:16][C:34]([NH:33][C:24]3[CH:25]=[CH:26][C:27]([N:28]4[CH2:29][CH:30]([OH:32])[CH2:31]4)=[C:22]([F:21])[CH:23]=3)=[O:35])=[CH:13][C:12]([C:17]([F:20])([F:18])[F:19])=[N:11]2)[CH:6]=[CH:7][C:8]=1[F:9]. The yield is 0.880. (3) The product is [Cl:79][C:80]1[CH:81]=[C:82]([NH:86][C:48]2[CH:49]=[C:50]3[C:56]4([CH2:61][CH2:60][N:59]([C:62]([O:64][C:65]([CH3:68])([CH3:67])[CH3:66])=[O:63])[CH2:58][CH2:57]4)[CH2:55][N:54]([C:69]4[C:70]5[C@H:77]([CH3:78])[CH2:76][CH2:75][C:71]=5[N:72]=[CH:73][N:74]=4)[C:51]3=[CH:52][CH:53]=2)[CH:83]=[CH:84][CH:85]=1. The catalyst is CCOC(C)=O.CC([O-])=O.CC([O-])=O.[Pd+2]. The reactants are C1C=CC(P(C2C(C3C(P(C4C=CC=CC=4)C4C=CC=CC=4)=CC=C4C=3C=CC=C4)=C3C(C=CC=C3)=CC=2)C2C=CC=CC=2)=CC=1.Br[C:48]1[CH:49]=[C:50]2[C:56]3([CH2:61][CH2:60][N:59]([C:62]([O:64][C:65]([CH3:68])([CH3:67])[CH3:66])=[O:63])[CH2:58][CH2:57]3)[CH2:55][N:54]([C:69]3[C:70]4[C@H:77]([CH3:78])[CH2:76][CH2:75][C:71]=4[N:72]=[CH:73][N:74]=3)[C:51]2=[CH:52][CH:53]=1.[Cl:79][C:80]1[CH:81]=[C:82]([NH2:86])[CH:83]=[CH:84][CH:85]=1.C1(C)C=CC=CC=1. The yield is 0.590. (4) The reactants are O.[O:2]1[CH2:7][CH:6]=[C:5]([C:8]2[N:13]=[C:12]([C:14]3[CH:19]=[CH:18][C:17]([N+:20]([O-])=O)=[CH:16][CH:15]=3)[N:11]=[C:10]([N:23]3[CH:28]4[CH2:29][CH2:30][CH:24]3[CH2:25][O:26][CH2:27]4)[N:9]=2)[CH2:4][CH2:3]1. The catalyst is C(O)(=O)C.C(OCC)(=O)C.[Fe]. The product is [CH:24]12[N:23]([C:10]3[N:9]=[C:8]([C:5]4[CH2:6][CH2:7][O:2][CH2:3][CH:4]=4)[N:13]=[C:12]([C:14]4[CH:15]=[CH:16][C:17]([NH2:20])=[CH:18][CH:19]=4)[N:11]=3)[CH:28]([CH2:29][CH2:30]1)[CH2:27][O:26][CH2:25]2. The yield is 0.740. (5) The reactants are C(OC([N:8]1[CH2:13][CH2:12][N:11]([C:14]2[CH:19]=[CH:18][CH:17]=[C:16]([F:20])[C:15]=2[C:21]2[CH:34]=[C:33]3[C:24]([N:25]4[C:30]([CH2:31][O:32]3)=[N:29][NH:28][C:27](=[O:35])[C@H:26]4[CH3:36])=[CH:23][CH:22]=2)[CH2:10][CH2:9]1)=O)(C)(C)C.[C:37]([OH:43])([C:39]([F:42])([F:41])[F:40])=[O:38]. The catalyst is C(Cl)Cl. The product is [F:40][C:39]([F:42])([F:41])[C:37]([OH:43])=[O:38].[F:20][C:16]1[CH:17]=[CH:18][CH:19]=[C:14]([N:11]2[CH2:12][CH2:13][NH:8][CH2:9][CH2:10]2)[C:15]=1[C:21]1[CH:34]=[C:33]2[C:24]([N:25]3[C:30]([CH2:31][O:32]2)=[N:29][NH:28][C:27](=[O:35])[C@H:26]3[CH3:36])=[CH:23][CH:22]=1. The yield is 0.850. (6) The reactants are [C:1]([C:3]1[CH:8]=[CH:7][CH:6]=[CH:5][C:4]=1[N:9]1[C:14](=[O:15])[CH:13]([C:16]2[CH:21]=[CH:20][CH:19]=[CH:18][CH:17]=2)[CH:12]2[CH2:22][O:23][C:24]3[CH:29]=[CH:28][CH:27]=[CH:26][C:25]=3[C:11]2=[N:10]1)#[N:2].BrBr. The catalyst is C(O)(=O)C.C(OCC)C. The product is [C:1]([C:3]1[CH:8]=[CH:7][CH:6]=[CH:5][C:4]=1[N:9]1[C:14](=[O:15])[C:13]([C:16]2[CH:21]=[CH:20][CH:19]=[CH:18][CH:17]=2)=[C:12]2[CH2:22][O:23][C:24]3[CH:29]=[CH:28][CH:27]=[CH:26][C:25]=3[C:11]2=[N:10]1)#[N:2]. The yield is 0.150. (7) The reactants are [Si]([O:8][C@H:9]1[CH2:13][C@H:12]([O:14][C:15]2[CH:20]=[CH:19][N:18]=[C:17]3[NH:21][C:22]([C:24]4[C:33]5[C:28](=[CH:29][CH:30]=[CH:31][CH:32]=5)[CH:27]=[CH:26][CH:25]=4)=[N:23][C:16]=23)[CH2:11][C@H:10]1[CH2:34][OH:35])(C(C)(C)C)(C)C.Cl[S:37]([NH2:40])(=[O:39])=[O:38].Cl.C([O-])([O-])=O.[Na+].[Na+]. The catalyst is CC(N(C)C)=O.O. The product is [S:37](=[O:39])(=[O:38])([O:35][CH2:34][C@@H:10]1[CH2:11][C@@H:12]([O:14][C:15]2[CH:20]=[CH:19][N:18]=[C:17]3[NH:21][C:22]([C:24]4[C:33]5[C:28](=[CH:29][CH:30]=[CH:31][CH:32]=5)[CH:27]=[CH:26][CH:25]=4)=[N:23][C:16]=23)[CH2:13][C@@H:9]1[OH:8])[NH2:40]. The yield is 0.250.